Dataset: Forward reaction prediction with 1.9M reactions from USPTO patents (1976-2016). Task: Predict the product of the given reaction. (1) Given the reactants [F:1][C:2]1[C:3]([NH:25][C:26]2[CH:31]=[CH:30][C:29]([I:32])=[CH:28][C:27]=2[F:33])=[C:4]([C:9]([N:11]2[CH2:14][C:13]([CH2:16][NH:17]/[C:18](/SC)=[CH:19]/[N+:20]([O-:22])=[O:21])([OH:15])[CH2:12]2)=[O:10])[CH:5]=[CH:6][C:7]=1[F:8].[OH-].[NH4+:35].[ClH:36].O1CCOCC1, predict the reaction product. The product is: [ClH:36].[NH2:35]/[C:18](/[NH:17][CH2:16][C:13]1([OH:15])[CH2:14][N:11]([C:9]([C:4]2[CH:5]=[CH:6][C:7]([F:8])=[C:2]([F:1])[C:3]=2[NH:25][C:26]2[CH:31]=[CH:30][C:29]([I:32])=[CH:28][C:27]=2[F:33])=[O:10])[CH2:12]1)=[CH:19]\[N+:20]([O-:22])=[O:21]. (2) Given the reactants Cl.[CH3:2][O:3][C:4](=[O:9])[C@H:5]([CH2:7][OH:8])[NH2:6].[Cl:10][C:11]1[S:15][C:14]([S:16](Cl)(=[O:18])=[O:17])=[CH:13][CH:12]=1, predict the reaction product. The product is: [Cl:10][C:11]1[S:15][C:14]([S:16]([NH:6][C@@H:5]([CH2:7][OH:8])[C:4]([O:3][CH3:2])=[O:9])(=[O:18])=[O:17])=[CH:13][CH:12]=1. (3) Given the reactants [CH3:1][O:2][C:3](=[O:19])[CH:4]([C:9]1[CH:14]=[C:13]([F:15])[CH:12]=[CH:11][C:10]=1[N+:16]([O-])=O)[C:5](OC)=[O:6], predict the reaction product. The product is: [CH3:1][O:2][C:3]([CH:4]1[C:9]2[C:10](=[CH:11][CH:12]=[C:13]([F:15])[CH:14]=2)[NH:16][C:5]1=[O:6])=[O:19]. (4) Given the reactants [CH3:1][O:2][C:3]1[C:13]([N+:14]([O-:16])=[O:15])=[CH:12][C:6]2[CH2:7][CH2:8][NH:9][CH2:10][CH2:11][C:5]=2[CH:4]=1.Cl.[CH3:18][N:19]([CH2:21][C:22](Cl)=[O:23])[CH3:20].C(N(CC)CC)C, predict the reaction product. The product is: [CH3:18][N:19]([CH3:20])[CH2:21][C:22]([N:9]1[CH2:10][CH2:11][C:5]2[CH:4]=[C:3]([O:2][CH3:1])[C:13]([N+:14]([O-:16])=[O:15])=[CH:12][C:6]=2[CH2:7][CH2:8]1)=[O:23]. (5) Given the reactants [F:1][C:2]1[CH:7]=[CH:6][C:5]([C:8]2[C:9]3[CH:21]=[CH:20][C:19](=[O:22])[N:18]([C:23]4[CH:28]=[CH:27][CH:26]=[CH:25][C:24]=4[CH3:29])[C:10]=3[N:11]=[C:12](S(C)(=O)=O)[N:13]=2)=[C:4]([CH3:30])[CH:3]=1.[NH2:31][C:32]([CH3:37])([CH2:35][OH:36])[CH2:33][OH:34], predict the reaction product. The product is: [F:1][C:2]1[CH:7]=[CH:6][C:5]([C:8]2[C:9]3[CH:21]=[CH:20][C:19](=[O:22])[N:18]([C:23]4[CH:28]=[CH:27][CH:26]=[CH:25][C:24]=4[CH3:29])[C:10]=3[N:11]=[C:12]([NH:31][C:32]([CH2:35][OH:36])([CH3:37])[CH2:33][OH:34])[N:13]=2)=[C:4]([CH3:30])[CH:3]=1. (6) Given the reactants [CH2:1]([N:3]([CH2:18][CH3:19])[C:4](=[O:17])[CH2:5][N:6]1[C:14]2[C:9](=[CH:10][CH:11]=[CH:12][CH:13]=2)[C:8]([CH:15]=O)=[CH:7]1)[CH3:2].N1CCCCC1.[Cl-:26].[CH2:27]1[C:35]2[N+:30](=[CH:31][CH:32]=[CH:33][CH:34]=2)[CH2:29][CH2:28]1.C(OCC)(=O)C, predict the reaction product. The product is: [Cl-:26].[CH2:1]([N:3]([CH2:18][CH3:19])[C:4](=[O:17])[CH2:5][N:6]1[C:14]2[C:9](=[CH:10][CH:11]=[CH:12][CH:13]=2)[C:8]([CH:15]=[C:27]2[C:35]3[N+:30](=[CH:31][CH:32]=[CH:33][CH:34]=3)[CH2:29][CH2:28]2)=[CH:7]1)[CH3:2]. (7) Given the reactants Br[C:2]1[N:11]=[C:10]([C:12]([NH:14][CH2:15][C:16]2[CH:21]=[C:20]([Cl:22])[CH:19]=[C:18]([Cl:23])[CH:17]=2)=[O:13])[C:9]([OH:24])=[C:8]2[C:3]=1[CH:4]=[CH:5][CH:6]=[N:7]2.[C:25]1([OH:31])[CH:30]=[CH:29][CH:28]=[CH:27][CH:26]=1.C(=O)([O-])[O-].[Cs+].[Cs+].C([O-])([O-])=O.[Na+].[Na+], predict the reaction product. The product is: [Cl:23][C:18]1[CH:17]=[C:16]([CH:21]=[C:20]([Cl:22])[CH:19]=1)[CH2:15][NH:14][C:12]([C:10]1[C:9]([OH:24])=[C:8]2[C:3]([CH:4]=[CH:5][CH:6]=[N:7]2)=[C:2]([O:31][C:25]2[CH:30]=[CH:29][CH:28]=[CH:27][CH:26]=2)[N:11]=1)=[O:13]. (8) The product is: [O:14]1[C:15]2[CH:20]=[CH:19][CH:18]=[CH:17][C:16]=2[C:12]([C:10]2[CH:11]=[C:6]([Cl:5])[CH:7]=[CH:8][C:9]=2[OH:21])=[N:13]1. Given the reactants B(Br)(Br)Br.[Cl:5][C:6]1[CH:7]=[CH:8][C:9]([O:21]C)=[C:10]([C:12]2[C:16]3[CH:17]=[CH:18][CH:19]=[CH:20][C:15]=3[O:14][N:13]=2)[CH:11]=1.CCCCCC.CCOC(C)=O, predict the reaction product. (9) The product is: [F:1][C:2]1[C:3]([NH:17][C:18]([C:20]2[N:24]([CH3:25])[N:23]=[CH:22][C:21]=2[C:26]([N:29]2[CH2:34][CH2:33][O:32][CH2:31][CH2:30]2)=[O:27])=[O:19])=[CH:4][C:5]2[N:6]([N:8]=[C:9]([C:11]3[CH:16]=[CH:15][CH:14]=[CH:13][CH:12]=3)[N:10]=2)[CH:7]=1. Given the reactants [F:1][C:2]1[C:3]([NH:17][C:18]([C:20]2[N:24]([CH3:25])[N:23]=[CH:22][C:21]=2[C:26](O)=[O:27])=[O:19])=[CH:4][C:5]2[N:6]([N:8]=[C:9]([C:11]3[CH:16]=[CH:15][CH:14]=[CH:13][CH:12]=3)[N:10]=2)[CH:7]=1.[NH:29]1[CH2:34][CH2:33][O:32][CH2:31][CH2:30]1.CCCP(=O)=O.C(N(C(C)C)CC)(C)C, predict the reaction product. (10) The product is: [O:9]1[CH:13]=[CH:12][CH:11]=[C:10]1/[CH:14]=[CH:2]/[C:1]([C:4]1[S:5][CH:6]=[CH:7][CH:8]=1)=[O:3].[C:12]1([CH:11]=[CH:10][C:14]([C:2]2[CH:6]=[CH:7][CH:8]=[CH:4][CH:1]=2)=[O:15])[CH:8]=[CH:4][CH:1]=[CH:2][CH:13]=1. Given the reactants [C:1]([C:4]1[S:5][CH:6]=[CH:7][CH:8]=1)(=[O:3])[CH3:2].[O:9]1[CH:13]=[CH:12][CH:11]=[C:10]1[CH:14]=[O:15], predict the reaction product.